This data is from Catalyst prediction with 721,799 reactions and 888 catalyst types from USPTO. The task is: Predict which catalyst facilitates the given reaction. (1) Reactant: [Cl:1][C:2]1[CH:10]=[CH:9][C:8]([S:11][CH3:12])=[CH:7][C:3]=1[C:4]([OH:6])=[O:5].[C:13](=O)([O-])[O-].[K+].[K+].CI.C(OCC)C. Product: [Cl:1][C:2]1[CH:10]=[CH:9][C:8]([S:11][CH3:12])=[CH:7][C:3]=1[C:4]([O:6][CH3:13])=[O:5]. The catalyst class is: 9. (2) Reactant: [NH2:1][C:2]1[N:7]=[C:6]([NH:8][NH2:9])[CH:5]=[C:4]([NH:10][NH2:11])[N:3]=1.[OH:12][C:13]1[CH:20]=[CH:19][C:16]([CH:17]=O)=[CH:15][CH:14]=1. Product: [NH2:1][C:2]1[N:3]=[C:4]([NH:10]/[N:11]=[CH:17]/[C:16]2[CH:19]=[CH:20][C:13]([OH:12])=[CH:14][CH:15]=2)[CH:5]=[C:6]([NH:8]/[N:9]=[CH:17]/[C:16]2[CH:19]=[CH:20][C:13]([OH:12])=[CH:14][CH:15]=2)[N:7]=1. The catalyst class is: 14. (3) Reactant: CCCCCC.C([Li])CCC.[O:12]1CCC[CH2:13]1.[O:17]1[CH2:21][CH2:20][CH:19]([CH2:22][NH:23][C:24]([C:26]2[CH:30]=[C:29]([CH2:31][CH2:32][CH2:33][C:34]3[CH:39]=[CH:38][CH:37]=[CH:36][C:35]=3[F:40])[O:28][N:27]=2)=[O:25])[CH2:18]1.Cl. Product: [O:17]1[CH2:21][CH2:20][CH:19]([CH2:22][NH:23][C:24]([C:26]2[C:30]([CH:13]=[O:12])=[C:29]([CH2:31][CH2:32][CH2:33][C:34]3[CH:39]=[CH:38][CH:37]=[CH:36][C:35]=3[F:40])[O:28][N:27]=2)=[O:25])[CH2:18]1. The catalyst class is: 9. (4) Reactant: [C:1]1([S:7]([N:10]2[C:18]3[C:13](=[CH:14][CH:15]=[CH:16][C:17]=3[F:19])[C:12]([C:20]3[S:24][C:23]([CH:25]=O)=[CH:22][CH:21]=3)=[CH:11]2)(=[O:9])=[O:8])[CH:6]=[CH:5][CH:4]=[CH:3][CH:2]=1.[NH:27]1[CH2:31][CH2:30][CH2:29][CH2:28]1.C([BH3-])#N.[Na+]. Product: [C:1]1([S:7]([N:10]2[C:18]3[C:13](=[CH:14][CH:15]=[CH:16][C:17]=3[F:19])[C:12]([C:20]3[S:24][C:23]([CH2:25][N:27]4[CH2:31][CH2:30][CH2:29][CH2:28]4)=[CH:22][CH:21]=3)=[CH:11]2)(=[O:9])=[O:8])[CH:6]=[CH:5][CH:4]=[CH:3][CH:2]=1. The catalyst class is: 15. (5) Reactant: [Na].Cl.[N:3]1[CH:8]=[CH:7][C:6]([CH2:9][C:10]#[N:11])=[CH:5][CH:4]=1.[F:12][C:13]1[CH:14]=[C:15]([CH:18]=[CH:19][CH:20]=1)[CH:16]=O. The catalyst class is: 8. Product: [F:12][C:13]1[CH:14]=[C:15](/[CH:16]=[C:9](\[C:6]2[CH:7]=[CH:8][N:3]=[CH:4][CH:5]=2)/[C:10]#[N:11])[CH:18]=[CH:19][CH:20]=1. (6) Reactant: [F:1][CH:2]([F:20])[O:3][C:4]1[CH:19]=[CH:18][C:7]([O:8][C:9]2[CH:14]=[CH:13][C:12]([C:15](=O)[CH3:16])=[CH:11][CH:10]=2)=[CH:6][CH:5]=1.[NH2:21][OH:22]. Product: [F:1][CH:2]([F:20])[O:3][C:4]1[CH:19]=[CH:18][C:7]([O:8][C:9]2[CH:14]=[CH:13][C:12]([C:15](=[N:21][OH:22])[CH3:16])=[CH:11][CH:10]=2)=[CH:6][CH:5]=1. The catalyst class is: 8.